Dataset: CYP2D6 inhibition data for predicting drug metabolism from PubChem BioAssay. Task: Regression/Classification. Given a drug SMILES string, predict its absorption, distribution, metabolism, or excretion properties. Task type varies by dataset: regression for continuous measurements (e.g., permeability, clearance, half-life) or binary classification for categorical outcomes (e.g., BBB penetration, CYP inhibition). Dataset: cyp2d6_veith. The compound is COc1ccccc1CNc1nc(-c2ccccc2CN(C)C)nc2ccccc12. The result is 1 (inhibitor).